Predict the reactants needed to synthesize the given product. From a dataset of Full USPTO retrosynthesis dataset with 1.9M reactions from patents (1976-2016). Given the product [F:29][C:24]1[CH:23]=[C:22]([C:20]2[N:32]=[CH:30][S:31][CH:19]=2)[CH:27]=[CH:26][C:25]=1[OH:28], predict the reactants needed to synthesize it. The reactants are: P12(SP3(SP(SP(S3)(S1)=S)(=S)S2)=S)=S.C(N)=O.Br[CH2:19][C:20]([C:22]1[CH:27]=[CH:26][C:25]([OH:28])=[C:24]([F:29])[CH:23]=1)=O.[CH:30]([NH2:32])=[S:31].[OH-].[Na+].